From a dataset of Full USPTO retrosynthesis dataset with 1.9M reactions from patents (1976-2016). Predict the reactants needed to synthesize the given product. (1) Given the product [CH2:30]([O:29][C:20]1[CH:19]=[C:18]2[C:23](=[C:22]3[CH2:24][C:25]([CH3:28])([CH3:27])[O:26][C:21]=13)[C:14]([C:12]1[CH:13]=[C:55]3[C:56]([C:73](=[O:74])[N:72]=[C:52]([CH3:53])[N:54]3[CH2:57][C:58]3[CH:42]=[CH:41][CH:46]=[CH:45][CH:44]=3)=[CH:10][CH:11]=1)=[N:15][C:16]([CH3:32])([CH3:33])[CH2:17]2)[CH3:31], predict the reactants needed to synthesize it. The reactants are: C(N(CC1C=CC=CC=1)C1[CH:13]=[C:12]([C:14]2[C:23]3[C:18](=[CH:19][C:20]([O:29][CH2:30][CH3:31])=[C:21]4[O:26][C:25]([CH3:28])([CH3:27])[CH2:24][C:22]4=3)[CH2:17][C:16]([CH3:33])([CH3:32])[N:15]=2)[CH:11]=[CH:10]C=1C(O)=O)(=O)C.[CH:41]1[CH:46]=[C:45]2N=NN([O-])[C:44]2=C[CH:42]=1.[NH4+].[CH2:52]([N:54]([CH2:57][CH3:58])[CH2:55][CH3:56])[CH3:53].Cl.C(N=C=NCCCN(C)C)C.C[N:72](C)[CH:73]=[O:74]. (2) Given the product [Br:20][C:13]1[CH:12]=[CH:11][C:10]2[NH:17][C:18](=[O:19])[N:8]3[C:9]=2[C:14]=1[CH2:15][CH2:16][CH:7]3[C:1]1[CH:2]=[CH:3][CH:4]=[CH:5][CH:6]=1, predict the reactants needed to synthesize it. The reactants are: [C:1]1([CH:7]2[CH2:16][CH2:15][C:14]3[C:9]4=[C:10]([NH:17][C:18](=[O:19])[N:8]24)[CH:11]=[CH:12][CH:13]=3)[CH:6]=[CH:5][CH:4]=[CH:3][CH:2]=1.[Br:20]N1C(=O)CCC1=O. (3) Given the product [N:16]1[CH:17]=[CH:18][N:19]=[CH:20][C:15]=1[C:14]1[N:13]2[C:8]([CH:9]=[CH:10][CH:11]=[CH:12]2)=[CH:7][C:6]=1[CH:4]([NH2:1])[CH3:5], predict the reactants needed to synthesize it. The reactants are: [N:1]([CH:4]([C:6]1[CH:7]=[C:8]2[N:13]([C:14]=1[C:15]1[CH:20]=[N:19][CH:18]=[CH:17][N:16]=1)[CH:12]=[CH:11][CH:10]=[CH:9]2)[CH3:5])=[N+]=[N-].C1C=CC(P(C2C=CC=CC=2)C2C=CC=CC=2)=CC=1.O. (4) Given the product [Cl:29][C:13]1[C:12]2[C:17](=[CH:18][C:9]([OH:8])=[C:10]([O:20][CH3:21])[CH:11]=2)[N:16]=[CH:15][N:14]=1, predict the reactants needed to synthesize it. The reactants are: C([O:8][C:9]1[CH:18]=[C:17]2[C:12]([C:13](=O)[NH:14][CH:15]=[N:16]2)=[CH:11][C:10]=1[O:20][CH3:21])C1C=CC=CC=1.CN(C)C=O.S(Cl)([Cl:29])=O. (5) Given the product [F:1][C:2]1[CH:7]=[CH:6][C:5]([CH:8]([OH:25])[CH:9]([CH2:15][C:16]2[O:17][C:18]([C:21]([F:22])([F:23])[F:24])=[CH:19][CH:20]=2)[C:10]([OH:12])=[O:11])=[CH:4][CH:3]=1, predict the reactants needed to synthesize it. The reactants are: [F:1][C:2]1[CH:7]=[CH:6][C:5]([CH:8]([OH:25])[CH:9]([CH2:15][C:16]2[O:17][C:18]([C:21]([F:24])([F:23])[F:22])=[CH:19][CH:20]=2)[C:10]([O:12]CC)=[O:11])=[CH:4][CH:3]=1.[OH-].[Na+].Cl. (6) The reactants are: F[C:2]1[CH:9]=[CH:8][C:7]([CH:10]=[O:11])=[CH:6][C:3]=1[C:4]#[N:5].[F:12][C:13]1[CH:14]=[C:15]([OH:20])[CH:16]=[N:17][C:18]=1[F:19]. Given the product [F:12][C:13]1[CH:14]=[C:15]([O:20][C:2]2[CH:9]=[CH:8][C:7]([CH:10]=[O:11])=[CH:6][C:3]=2[C:4]#[N:5])[CH:16]=[N:17][C:18]=1[F:19], predict the reactants needed to synthesize it.